Dataset: Reaction yield outcomes from USPTO patents with 853,638 reactions. Task: Predict the reaction yield, written as a fraction of the theoretical maximum amount of product (1.0 means a 100% yield; for example, 0.34 means a 34% yield). The reactants are [C:1]([O:5][CH:6]([C:11]1[C:16]([C:17]([F:20])([F:19])[F:18])=[CH:15][CH:14]=[C:13]([N:21]2[CH:25]=[CH:24][C:23]([N+]([O-])=O)=[N:22]2)[C:12]=1[C:29]1[CH:30]=[CH:31][C:32]2[O:37][CH2:36][CH2:35][CH2:34][C:33]=2[CH:38]=1)[C:7]([O:9][CH3:10])=[O:8])([CH3:4])([CH3:3])[CH3:2].[CH2:39]=O.[C:41]([BH3-])#[N:42].[Na+].[Na]. The catalyst is [Pd].CO.C(O)(=O)C. The product is [C:1]([O:5][CH:6]([C:11]1[C:16]([C:17]([F:20])([F:19])[F:18])=[CH:15][CH:14]=[C:13]([N:21]2[CH:25]=[CH:24][C:23]([N:42]([CH3:41])[CH3:39])=[N:22]2)[C:12]=1[C:29]1[CH:30]=[CH:31][C:32]2[O:37][CH2:36][CH2:35][CH2:34][C:33]=2[CH:38]=1)[C:7]([O:9][CH3:10])=[O:8])([CH3:4])([CH3:3])[CH3:2]. The yield is 0.620.